Dataset: Catalyst prediction with 721,799 reactions and 888 catalyst types from USPTO. Task: Predict which catalyst facilitates the given reaction. (1) Reactant: [NH2:1][CH2:2][CH:3]1[CH2:6][CH:5]([C:7]2[N:11]3[CH:12]=[CH:13][N:14]=[C:15]([NH2:16])[C:10]3=[C:9]([C:17]3[CH:26]=[C:25]4[C:20]([CH:21]=[CH:22][C:23]([C:27]5[CH:32]=[CH:31][CH:30]=[CH:29][CH:28]=5)=[N:24]4)=[CH:19][CH:18]=3)[N:8]=2)[CH2:4]1.CCN(C(C)C)C(C)C.[CH3:42][S:43](O[S:43]([CH3:42])(=[O:45])=[O:44])(=[O:45])=[O:44]. Product: [NH2:16][C:15]1[C:10]2[N:11]([C:7]([C@@H:5]3[CH2:4][C@H:3]([CH2:2][NH:1][S:43]([CH3:42])(=[O:45])=[O:44])[CH2:6]3)=[N:8][C:9]=2[C:17]2[CH:26]=[C:25]3[C:20]([CH:21]=[CH:22][C:23]([C:27]4[CH:32]=[CH:31][CH:30]=[CH:29][CH:28]=4)=[N:24]3)=[CH:19][CH:18]=2)[CH:12]=[CH:13][N:14]=1. The catalyst class is: 2. (2) Reactant: [NH:1]1[CH2:6][CH2:5][C:4](=[O:7])[CH2:3][CH2:2]1.C(N[C:12]1[CH:13]=[CH:14][C:15](O)=[C:16]([CH:20]=1)[C:17]([NH2:19])=[O:18])(=O)C.N1CCOCC1. Product: [NH:1]1[CH2:6][CH2:5][C:4]2([NH:19][C:17](=[O:18])[C:16]3[CH:20]=[CH:12][CH:13]=[CH:14][C:15]=3[O:7]2)[CH2:3][CH2:2]1. The catalyst class is: 125. (3) Reactant: [S:1]1[C:5]2[CH:6]=[C:7]([N:10]3[CH2:14][CH2:13][NH:12][C:11]3=[O:15])[CH:8]=[CH:9][C:4]=2[N:3]=[CH:2]1.Cl[C:17]1[N:22]2[CH:23]=[CH:24][N:25]=[C:21]2[CH:20]=[N:19][CH:18]=1.CN[C@@H]1CCCC[C@H]1NC.P([O-])([O-])([O-])=O.[K+].[K+].[K+]. Product: [S:1]1[C:5]2[CH:6]=[C:7]([N:10]3[CH2:14][CH2:13][N:12]([C:17]4[N:22]5[CH:23]=[CH:24][N:25]=[C:21]5[CH:20]=[N:19][CH:18]=4)[C:11]3=[O:15])[CH:8]=[CH:9][C:4]=2[N:3]=[CH:2]1. The catalyst class is: 246. (4) Product: [CH3:1][O:2][C:3]([C:5]1[CH:10]=[C:9]([Br:11])[C:8](=[O:12])[N:7]([C:13]2[CH:18]=[CH:17][CH:16]=[CH:15][CH:14]=2)[C:6]=1[CH2:19][N:25]([CH2:24][C:23]([O:22][CH3:21])=[O:36])[S:26]([C:29]1[CH:30]=[CH:31][C:32]([CH3:35])=[CH:33][CH:34]=1)(=[O:28])=[O:27])=[O:4]. Reactant: [CH3:1][O:2][C:3]([C:5]1[CH:10]=[C:9]([Br:11])[C:8](=[O:12])[N:7]([C:13]2[CH:18]=[CH:17][CH:16]=[CH:15][CH:14]=2)[C:6]=1[CH2:19]Br)=[O:4].[CH3:21][O:22][C:23](=[O:36])[CH2:24][NH:25][S:26]([C:29]1[CH:34]=[CH:33][C:32]([CH3:35])=[CH:31][CH:30]=1)(=[O:28])=[O:27].[I-].[Na+].C(=O)([O-])[O-].[K+].[K+]. The catalyst class is: 163. (5) Reactant: [Cl:1][C:2]1[N:7]=[N:6][C:5]([NH:8][N:9]=[C:10]([C:24]2[CH:29]=[CH:28][C:27]([N+:30]([O-:32])=[O:31])=[CH:26][CH:25]=2)[C:11]2[C:12]([CH2:20][CH:21](O)[CH3:22])=[CH:13][C:14]3[O:18][CH2:17][O:16][C:15]=3[CH:19]=2)=[CH:4][CH:3]=1.C1(P(C2C=CC=CC=2)C2C=CC=CC=2)C=CC=CC=1.N(C(OCC)=O)=NC(OCC)=O. Product: [Cl:1][C:2]1[N:7]=[N:6][C:5]([N:8]2[CH:21]([CH3:22])[CH2:20][C:12]3[CH:13]=[C:14]4[O:18][CH2:17][O:16][C:15]4=[CH:19][C:11]=3[C:10]([C:24]3[CH:25]=[CH:26][C:27]([N+:30]([O-:32])=[O:31])=[CH:28][CH:29]=3)=[N:9]2)=[CH:4][CH:3]=1. The catalyst class is: 9.